From a dataset of Choline transporter screen with 302,306 compounds. Binary Classification. Given a drug SMILES string, predict its activity (active/inactive) in a high-throughput screening assay against a specified biological target. (1) The result is 0 (inactive). The drug is S(=O)(=O)(Nc1cc(F)ccc1)c1c(cc2n(c(=O)c(=O)n(c2c1)C)C)C. (2) The compound is S(=O)(=O)(Nc1cc2n(c(=O)n(c2cc1)CC)CC)c1ccccc1. The result is 0 (inactive). (3) The result is 0 (inactive). The drug is S=c1n(Cc2ccc(C(=O)N3CC(CCC3)C(OCC)=O)cc2)c(=O)c2c([nH]1)cc(cc2)C(OC)=O.